From a dataset of TCR-epitope binding with 47,182 pairs between 192 epitopes and 23,139 TCRs. Binary Classification. Given a T-cell receptor sequence (or CDR3 region) and an epitope sequence, predict whether binding occurs between them. (1) The epitope is VLWAHGFEL. The TCR CDR3 sequence is CASSLITSGGYNEQFF. Result: 0 (the TCR does not bind to the epitope). (2) The epitope is TPINLVRDL. The TCR CDR3 sequence is CASSFSGTYDNEQYF. Result: 1 (the TCR binds to the epitope).